This data is from Forward reaction prediction with 1.9M reactions from USPTO patents (1976-2016). The task is: Predict the product of the given reaction. Given the reactants CO.[Na].[O:4]=[C:5]([NH:12][CH2:13][CH2:14][C:15]([O:17]CC)=O)[CH2:6][C:7]([O:9][CH2:10]C)=[O:8].O, predict the reaction product. The product is: [O:4]=[C:5]1[CH:6]([C:7]([O:9][CH3:10])=[O:8])[C:15](=[O:17])[CH2:14][CH2:13][NH:12]1.